This data is from Reaction yield outcomes from USPTO patents with 853,638 reactions. The task is: Predict the reaction yield, written as a fraction of the theoretical maximum amount of product (1.0 means a 100% yield; for example, 0.34 means a 34% yield). (1) The reactants are [CH:1]([N:4]1[C:8]([C:9](=[O:11])[CH3:10])=[N:7][CH:6]=[N:5]1)([CH3:3])[CH3:2].[Br-:12].[Br-].[Br-].C1([N+](C)(C)C)C=CC=CC=1.C1([N+](C)(C)C)C=CC=CC=1.C1([N+](C)(C)C)C=CC=CC=1.C(OCC)(=O)C. The catalyst is C(O)(=O)C.C1COCC1.C1CCCCC1. The product is [Br:12][CH2:10][C:9]([C:8]1[N:4]([CH:1]([CH3:3])[CH3:2])[N:5]=[CH:6][N:7]=1)=[O:11]. The yield is 0.360. (2) The product is [Cl:1][C:2]1[C:3]([NH:9][C:19]([NH:18][C:10](=[O:17])[C:11]2[CH:12]=[CH:13][CH:14]=[CH:15][CH:16]=2)=[S:20])=[N:4][CH:5]=[C:6]([Cl:8])[CH:7]=1. The reactants are [Cl:1][C:2]1[C:3]([NH2:9])=[N:4][CH:5]=[C:6]([Cl:8])[CH:7]=1.[C:10]([N:18]=[C:19]=[S:20])(=[O:17])[C:11]1[CH:16]=[CH:15][CH:14]=[CH:13][CH:12]=1. The catalyst is CC(C)=O. The yield is 0.770. (3) The reactants are CC(C)(C)CC(Cl)=O.NC1C=CC(OC)=NC=1.C(OCC)C.Cl.C[O:25][C:26]1[N:31]=[CH:30][C:29]([NH:32][C:33](=[O:39])[CH2:34][C:35]([CH3:38])([CH3:37])[CH3:36])=[CH:28][CH:27]=1. The catalyst is O1CCCC1.CO. The product is [OH:25][C:26]1[N:31]=[CH:30][C:29]([NH:32][C:33](=[O:39])[CH2:34][C:35]([CH3:37])([CH3:36])[CH3:38])=[CH:28][CH:27]=1. The yield is 0.350.